Dataset: Full USPTO retrosynthesis dataset with 1.9M reactions from patents (1976-2016). Task: Predict the reactants needed to synthesize the given product. (1) Given the product [CH:7]([NH:8][C:34](=[O:35])[CH2:33][N:17]1[CH2:18][CH2:19][C:20]([C:21]2[CH:26]=[CH:25][CH:24]=[CH:23][CH:22]=2)([C:27]2[CH:32]=[CH:31][CH:30]=[CH:29][CH:28]=2)[C:16]1=[O:15])([C:1]1[CH:2]=[CH:3][CH:4]=[CH:5][CH:6]=1)[C:9]1[CH:10]=[CH:11][CH:12]=[CH:13][CH:14]=1, predict the reactants needed to synthesize it. The reactants are: [C:1]1([CH:7]([C:9]2[CH:14]=[CH:13][CH:12]=[CH:11][CH:10]=2)[NH2:8])[CH:6]=[CH:5][CH:4]=[CH:3][CH:2]=1.[O:15]=[C:16]1[C:20]([C:27]2[CH:32]=[CH:31][CH:30]=[CH:29][CH:28]=2)([C:21]2[CH:26]=[CH:25][CH:24]=[CH:23][CH:22]=2)[CH2:19][CH2:18][N:17]1[CH2:33][C:34](O)=[O:35].Cl.C(N=C=NCCCN(C)C)C. (2) Given the product [CH3:1][C:2]1[CH:7]=[CH:6][C:5]([S:8]([O:11][CH2:12][CH:13]2[CH2:17][C:16]3[CH:18]=[CH:19][CH:20]=[C:21]([C:27]4[CH:28]=[CH:29][C:24]([Cl:23])=[CH:25][CH:26]=4)[C:15]=3[O:14]2)(=[O:10])=[O:9])=[CH:4][CH:3]=1, predict the reactants needed to synthesize it. The reactants are: [CH3:1][C:2]1[CH:7]=[CH:6][C:5]([S:8]([O:11][CH2:12][CH:13]2[CH2:17][C:16]3[CH:18]=[CH:19][CH:20]=[C:21](Br)[C:15]=3[O:14]2)(=[O:10])=[O:9])=[CH:4][CH:3]=1.[Cl:23][C:24]1[CH:29]=[CH:28][C:27](B(O)O)=[CH:26][CH:25]=1.C(=O)([O-])[O-].[K+].[K+].